Predict which catalyst facilitates the given reaction. From a dataset of Catalyst prediction with 721,799 reactions and 888 catalyst types from USPTO. (1) Reactant: C([O:8][C:9]1[C:13](Br)=[C:12]([C:15]2[CH:20]=[CH:19][C:18]([O:21][CH3:22])=[CH:17][CH:16]=2)[N:11]([CH:23]([CH3:25])[CH3:24])[N:10]=1)C1C=CC=CC=1.C([Li])CCC.[CH3:31][O:32][C:33]1[CH:40]=[C:39]([O:41][CH3:42])[CH:38]=[CH:37][C:34]=1[CH:35]=O. Product: [CH:23]([N:11]1[C:12]([C:15]2[CH:16]=[CH:17][C:18]([O:21][CH3:22])=[CH:19][CH:20]=2)=[C:13]([CH2:35][C:34]2[CH:37]=[CH:38][C:39]([O:41][CH3:42])=[CH:40][C:33]=2[O:32][CH3:31])[C:9](=[O:8])[NH:10]1)([CH3:24])[CH3:25]. The catalyst class is: 7. (2) Reactant: [CH2:1]([O:3][C:4]([C:6]1[C:11](Br)=[CH:10][CH:9]=[C:8]([O:13][C:14]2[CH:19]=[CH:18][C:17]([Br:20])=[C:16]([CH:21]=[O:22])[CH:15]=2)[N:7]=1)=[O:5])[CH3:2].[C:23]([Cu])#[N:24].C(OCC)(=O)C. Product: [CH2:1]([O:3][C:4]([C:6]1[C:11]([C:23]#[N:24])=[CH:10][CH:9]=[C:8]([O:13][C:14]2[CH:19]=[CH:18][C:17]([Br:20])=[C:16]([CH:21]=[O:22])[CH:15]=2)[N:7]=1)=[O:5])[CH3:2]. The catalyst class is: 3. (3) Reactant: [Cl:1][C:2]1[CH:11]=[C:10]2[C:5]([CH:6]=[CH:7][N:8](CC3C=CC(OC)=CC=3)[C:9]2=[O:12])=[CH:4][C:3]=1[O:22][CH:23]1[CH2:32][CH2:31][C:26]2(OCC[O:27]2)[CH2:25][CH2:24]1.CO. Product: [Cl:1][C:2]1[CH:11]=[C:10]2[C:5]([CH:6]=[CH:7][NH:8][C:9]2=[O:12])=[CH:4][C:3]=1[O:22][CH:23]1[CH2:24][CH2:25][C:26](=[O:27])[CH2:31][CH2:32]1. The catalyst class is: 67. (4) Reactant: [ClH:1].[N:2]1[CH:7]=[CH:6][CH:5]=[N:4][C:3]=1[C:8]([NH2:10])=[O:9].Cl.CCOC(C)=O. Product: [ClH:1].[N:2]1[CH:7]=[CH:6][CH:5]=[N:4][C:3]=1[C:8]([NH2:10])=[O:9]. The catalyst class is: 25. (5) Reactant: C([NH:4][C@:5]1([C:22](NC(C)(C)C)=[O:23])[C@@H:9]([CH2:10][CH2:11][CH2:12][B:13]2[O:17]C(C)(C)C(C)(C)[O:14]2)[CH2:8][NH:7][CH2:6]1)(=O)C.S([O-])([O-])(=O)=O.[Na+].[Na+].[N:36]1[C:45]2[C:40](=[CH:41][CH:42]=[CH:43][CH:44]=2)[C:39]([CH:46]=O)=[CH:38][CH:37]=1.C(O[BH-](OC(=O)C)OC(=O)C)(=[O:50])C.[Na+].C(=O)([O-])[O-].[Na+].[Na+]. Product: [NH2:4][C@:5]1([C:22]([OH:23])=[O:50])[C@@H:9]([CH2:10][CH2:11][CH2:12][B:13]([OH:14])[OH:17])[CH2:8][N:7]([CH2:46][C:39]2[C:40]3[C:45](=[CH:44][CH:43]=[CH:42][CH:41]=3)[N:36]=[CH:37][CH:38]=2)[CH2:6]1. The catalyst class is: 478. (6) Reactant: [CH2:1]([N:3]1[CH2:8][C:7]([CH3:10])([CH3:9])[O:6][C:5](=[O:11])[CH:4]1[CH2:12][C:13]([OH:15])=O)[CH3:2].C(N(C(C)C)CC)(C)C.CN(C(ON1[N:41]=[N:40][C:35]2[CH:36]=[CH:37]C=NC1=2)=[N+](C)C)C.F[P-](F)(F)(F)(F)F.N1C=CC=N1. Product: [CH2:1]([N:3]1[CH2:8][C:7]([CH3:9])([CH3:10])[O:6][C:5](=[O:11])[CH:4]1[CH2:12][C:13](=[O:15])[N:41]1[CH:37]=[CH:36][CH:35]=[N:40]1)[CH3:2]. The catalyst class is: 3.